From a dataset of Full USPTO retrosynthesis dataset with 1.9M reactions from patents (1976-2016). Predict the reactants needed to synthesize the given product. (1) Given the product [F:37][C:36]([F:39])([F:38])[C:34]([O-:40])=[O:35].[Br:29][C:26]1[CH:25]=[CH:24][C:23]([CH2:22][C:20]2[CH:19]=[N:18][C:17]3[N:16]([N:15]=[CH:14][C:13]=3[C:11]([NH:10][CH2:9][CH2:8][NH3+:7])=[O:12])[CH:21]=2)=[CH:28][CH:27]=1, predict the reactants needed to synthesize it. The reactants are: C(OC(=O)[NH:7][CH2:8][CH2:9][NH:10][C:11]([C:13]1[CH:14]=[N:15][N:16]2[CH:21]=[C:20]([CH2:22][C:23]3[CH:28]=[CH:27][C:26]([Br:29])=[CH:25][CH:24]=3)[CH:19]=[N:18][C:17]=12)=[O:12])(C)(C)C.C(Cl)Cl.[C:34]([OH:40])([C:36]([F:39])([F:38])[F:37])=[O:35]. (2) The reactants are: Cl[C:2]1[C:11]([C:12]([F:15])([F:14])[F:13])=[CH:10][C:9]2[C:4](=[CH:5][CH:6]=[C:7]([O:16][CH3:17])[CH:8]=2)[N:3]=1.[CH3:18][O:19][C:20]([CH:22]1[CH2:27][CH2:26][NH:25][CH2:24][CH2:23]1)=[O:21].CCN(CC)CC. Given the product [CH3:17][O:16][C:7]1[CH:8]=[C:9]2[C:4](=[CH:5][CH:6]=1)[N:3]=[C:2]([N:25]1[CH2:26][CH2:27][CH:22]([C:20]([O:19][CH3:18])=[O:21])[CH2:23][CH2:24]1)[C:11]([C:12]([F:15])([F:14])[F:13])=[CH:10]2, predict the reactants needed to synthesize it.